Dataset: Drug-target binding data from BindingDB using IC50 measurements. Task: Regression. Given a target protein amino acid sequence and a drug SMILES string, predict the binding affinity score between them. We predict pIC50 (pIC50 = -log10(IC50 in M); higher means more potent). Dataset: bindingdb_ic50. (1) The small molecule is CN1C(=O)[C@@H](NC(=O)[C@H](CCC(F)(F)F)[C@@H](C(N)=O)c2ccccc2)N=C(c2ccccc2)c2ccccc21. The target protein (Q04721) has sequence MPALRPALLWALLALWLCCAAPAHALQCRDGYEPCVNEGMCVTYHNGTGYCKCPEGFLGEYCQHRDPCEKNRCQNGGTCVAQAMLGKATCRCASGFTGEDCQYSTSHPCFVSRPCLNGGTCHMLSRDTYECTCQVGFTGKECQWTDACLSHPCANGSTCTTVANQFSCKCLTGFTGQKCETDVNECDIPGHCQHGGTCLNLPGSYQCQCPQGFTGQYCDSLYVPCAPSPCVNGGTCRQTGDFTFECNCLPGFEGSTCERNIDDCPNHRCQNGGVCVDGVNTYNCRCPPQWTGQFCTEDVDECLLQPNACQNGGTCANRNGGYGCVCVNGWSGDDCSENIDDCAFASCTPGSTCIDRVASFSCMCPEGKAGLLCHLDDACISNPCHKGALCDTNPLNGQYICTCPQGYKGADCTEDVDECAMANSNPCEHAGKCVNTDGAFHCECLKGYAGPRCEMDINECHSDPCQNDATCLDKIGGFTCLCMPGFKGVHCELEINECQS.... The pIC50 is 9.0. (2) The small molecule is CCn1c(C)nc2cc(-n3cc(C(=O)O)c(=O)n(Cc4cccc(C(F)(F)F)c4Cl)c3=O)ccc21. The pIC50 is 7.3. The target protein sequence is MLLPALRLLLFLLGSSAEAGKIIGGTECRPHARPYMAYLEIVTPENHLSACSGFLIRRNFVMTAAHCAGRSITVLLGAHNKKVKEDTWQKLEVEKQFPHPKYDDHLVLNDIMLLKLKEKANLTLGVGTLPISAKSNSIPPGRVCRAVGWGRTNVNEPPSDTLQEVKMRILDPQACKHFEDFHQEPQLCVGNPKKIRNVYKGDSGGPLLCAGIAQGIASYVLRNAKPPSVFTRISHYRPWINKILREN. (3) The compound is O=C(Cc1ccc(Cl)cc1)Nc1cnccc1C(=O)O. The target protein sequence is MAGVGPGGYAAEFVPPPECPVFEPSWEEFTDPLSFIGRIRPLAEKTGICKIRPPKDWQPPFACEVKSFRFTPRVQRLNELEAMTRVRLDFLDQLAKFWELQGSTLKIPVVERKILDLYALSKIVASKGGFEMVTKEKKWSKVGSRLGYLPGKGTGSLLKSHYERILYPYELFQSGVSLMGVQMPNLDLKEKVEPEVLSTDTQTSPEPGTRMNILPKRTRRVKTQSESGDVSRNTELKKLQIFGAGPKVVGLAMGTKDKEDEVTRRRKVTNRSDAFNMQMRQRKGTLSVNFVDLYVCMFCGRGNNEDKLLLCDGCDDSYHTFCLIPPLPDVPKGDWRCPKCVAEECSKPREAFGFEQAVREYTLQSFGEMADNFKSDYFNMPVHMVPTELVEKEFWRLVSSIEEDVIVEYGADISSKDFGSGFPVKDGRRKILPEEEEYALSGWNLNNMPVLEQSVLAHINVDISGMKVPWLYVGMCFSSFCWHIEDHWSYSINYLHWGEP.... The pIC50 is 5.2.